Dataset: Forward reaction prediction with 1.9M reactions from USPTO patents (1976-2016). Task: Predict the product of the given reaction. (1) The product is: [CH3:9][C:7]1([CH3:10])[O:6][CH:5]2[CH:11]=[CH:12][CH:2]=[CH:3][CH:4]2[O:8]1. Given the reactants Br[CH:2]1[CH:12](Br)[CH2:11][CH:5]2[O:6][C:7]([CH3:10])([CH3:9])[O:8][CH:4]2[CH2:3]1.C1CCN2C(=NCCC2)CC1, predict the reaction product. (2) Given the reactants [Br:1][C:2]1[CH:3]=[C:4]([C:10]2[NH:11][CH2:12][CH2:13][N:14]=2)[CH:5]=[CH:6][C:7]=1[O:8][CH3:9].C(N(CC)CC)C.[C:22](O[C:22]([O:24][C:25]([CH3:28])([CH3:27])[CH3:26])=[O:23])([O:24][C:25]([CH3:28])([CH3:27])[CH3:26])=[O:23], predict the reaction product. The product is: [Br:1][C:2]1[CH:3]=[C:4]([C:10]2[N:14]([C:22]([O:24][C:25]([CH3:28])([CH3:27])[CH3:26])=[O:23])[CH2:13][CH2:12][N:11]=2)[CH:5]=[CH:6][C:7]=1[O:8][CH3:9]. (3) Given the reactants C(OC(C)COC)(=O)C.N(C(C)(C)C#N)=NC(C)(C)C#N.[CH2:22]=[CH:23][C:24]1[CH:29]=[CH:28][CH:27]=[CH:26][CH:25]=1.[C:30]([OH:34])(=[O:33])[CH:31]=[CH2:32], predict the reaction product. The product is: [CH:22]([CH:32]=[CH:31][C:30]([OH:34])=[O:33])=[CH:23][C:24]1[CH:29]=[CH:28][CH:27]=[CH:26][CH:25]=1. (4) Given the reactants [C:1](=[N:9][OH:10])([NH2:8])[C:2]1[CH:7]=[CH:6][CH:5]=[CH:4][CH:3]=1.[OH-].[Na+].[S:13]1[CH:17]=[CH:16][CH:15]=[C:14]1[C:18](Cl)=O.O, predict the reaction product. The product is: [C:2]1([C:1]2[N:8]=[C:18]([C:14]3[S:13][CH:17]=[CH:16][CH:15]=3)[O:10][N:9]=2)[CH:7]=[CH:6][CH:5]=[CH:4][CH:3]=1. (5) Given the reactants CC1(C)[O:7][CH2:6][C:5]([NH:29]C(=O)OC(C)(C)C)([C:8]2[CH:17]=[CH:16][C:15]3[C:10](=[CH:11][CH:12]=[C:13]([O:18][C:19]4[CH:24]=[CH:23][CH:22]=[C:21]([C:25]([F:28])([F:27])[F:26])[CH:20]=4)[CH:14]=3)[CH:9]=2)[CH2:4][O:3]1.CO.Cl.O, predict the reaction product. The product is: [NH2:29][C:5]([C:8]1[CH:17]=[CH:16][C:15]2[C:10](=[CH:11][CH:12]=[C:13]([O:18][C:19]3[CH:24]=[CH:23][CH:22]=[C:21]([C:25]([F:26])([F:27])[F:28])[CH:20]=3)[CH:14]=2)[CH:9]=1)([CH2:6][OH:7])[CH2:4][OH:3].